From a dataset of Catalyst prediction with 721,799 reactions and 888 catalyst types from USPTO. Predict which catalyst facilitates the given reaction. (1) Reactant: [CH3:1][N:2]([C:13]1[CH:38]=[CH:37][CH:36]=[CH:35][C:14]=1[CH2:15][C:16]1[C:24]2[C:23](=[O:25])[CH2:22][C:21]([CH3:27])([CH3:26])[CH2:20][C:19]=2[N:18]([CH2:28][C:29]([O:31]CC)=[O:30])[C:17]=1[CH3:34])[S:3]([C:6]1[CH:11]=[CH:10][C:9]([CH3:12])=[CH:8][CH:7]=1)(=[O:5])=[O:4].O.[OH-].[Na+].Cl. Product: [CH3:1][N:2]([C:13]1[CH:38]=[CH:37][CH:36]=[CH:35][C:14]=1[CH2:15][C:16]1[C:24]2[C:23](=[O:25])[CH2:22][C:21]([CH3:27])([CH3:26])[CH2:20][C:19]=2[N:18]([CH2:28][C:29]([OH:31])=[O:30])[C:17]=1[CH3:34])[S:3]([C:6]1[CH:11]=[CH:10][C:9]([CH3:12])=[CH:8][CH:7]=1)(=[O:5])=[O:4]. The catalyst class is: 1. (2) Reactant: [C:1]([O:4][CH2:5][C@@H:6]1[C@@H:11]([O:12][C:13](=[O:15])[CH3:14])[C@H:10]([OH:16])[C@H:9]([OH:17])[C@@H:8]([C:18]2[CH:23]=[CH:22][C:21](OS(C(F)(F)F)(=O)=O)=[CH:20][CH:19]=2)[O:7]1)(=[O:3])[CH3:2].[CH3:32][C:33]1([CH3:49])[C:37]([CH3:39])([CH3:38])[O:36][B:35]([B:35]2[O:36][C:37]([CH3:39])([CH3:38])[C:33]([CH3:49])([CH3:32])[O:34]2)[O:34]1.C(Cl)Cl.C([O-])(=O)C.[K+]. Product: [C:1]([O:4][CH2:5][C@@H:6]1[C@@H:11]([O:12][C:13](=[O:15])[CH3:14])[C@H:10]([OH:16])[C@H:9]([OH:17])[C@@H:8]([C:18]2[CH:23]=[CH:22][C:21]([B:35]3[O:36][C:37]([CH3:39])([CH3:38])[C:33]([CH3:49])([CH3:32])[O:34]3)=[CH:20][CH:19]=2)[O:7]1)(=[O:3])[CH3:2]. The catalyst class is: 151. (3) Reactant: [NH2:1][C@@H:2]1[C:10]2[C:5](=[CH:6][CH:7]=[CH:8][CH:9]=2)[CH2:4][C@@H:3]1[OH:11].[C:12](OC(=O)C)(=[O:14])[CH3:13]. Product: [OH:11][C@H:3]1[CH2:4][C:5]2[C:10](=[CH:9][CH:8]=[CH:7][CH:6]=2)[C@H:2]1[NH:1][C:12](=[O:14])[CH3:13]. The catalyst class is: 2. (4) Reactant: C([NH:9][NH2:10])(=O)C1C=CC=CC=1.C1N=CN(C(N2C=NC=C2)=O)C=1.[CH2:23]([O:31][C:32]1[CH:40]=[CH:39][C:35]([C:36](O)=[O:37])=[CH:34][C:33]=1[C:41]([F:44])([F:43])[F:42])[CH2:24][CH2:25][CH2:26][CH2:27][CH2:28][CH2:29][CH3:30].O.NN. Product: [CH2:23]([O:31][C:32]1[CH:40]=[CH:39][C:35]([C:36]([NH:9][NH2:10])=[O:37])=[CH:34][C:33]=1[C:41]([F:44])([F:43])[F:42])[CH2:24][CH2:25][CH2:26][CH2:27][CH2:28][CH2:29][CH3:30]. The catalyst class is: 1. (5) Reactant: [OH:1][C:2]1[CH:3]=[CH:4][C:5]([C:8]([O:10][CH3:11])=[O:9])=[N:6][CH:7]=1.C(=O)([O-])[O-].[Cs+].[Cs+].FC(F)(F)S(O[CH2:24][C:25]([F:28])([F:27])[F:26])(=O)=O. Product: [F:26][C:25]([F:28])([F:27])[CH2:24][O:1][C:2]1[CH:3]=[CH:4][C:5]([C:8]([O:10][CH3:11])=[O:9])=[N:6][CH:7]=1. The catalyst class is: 303. (6) Reactant: [Br:1][C:2]1[CH:3]=[CH:4][C:5](=[O:9])[NH:6][C:7]=1[CH3:8].IC.[C:12]([O-])([O-])=O.[K+].[K+]. Product: [Br:1][C:2]1[CH:3]=[CH:4][C:5](=[O:9])[N:6]([CH3:12])[C:7]=1[CH3:8]. The catalyst class is: 16.